This data is from Full USPTO retrosynthesis dataset with 1.9M reactions from patents (1976-2016). The task is: Predict the reactants needed to synthesize the given product. (1) Given the product [F:1][C:2]1[CH:7]=[CH:6][C:5]([CH:8]([C:18]2[CH:23]=[CH:22][C:21]([F:24])=[CH:20][CH:19]=2)[C@@H:9]([NH:13][C:14]([O:16][CH3:17])=[O:15])[C:10]([NH:49][CH:50]2[CH2:54][C:53]([F:56])([F:55])[CH2:52][CH:51]2[CH2:57][CH2:58][C@@H:59]2[N:64]([S:65]([C:68]3[CH:73]=[CH:72][CH:71]=[CH:70][CH:69]=3)(=[O:66])=[O:67])[CH2:63][CH2:62][N:61]([C:74]([O:76][CH2:77][C:78]3[CH:79]=[CH:80][CH:81]=[CH:82][CH:83]=3)=[O:75])[CH2:60]2)=[O:12])=[CH:4][CH:3]=1, predict the reactants needed to synthesize it. The reactants are: [F:1][C:2]1[CH:7]=[CH:6][C:5]([CH:8]([C:18]2[CH:23]=[CH:22][C:21]([F:24])=[CH:20][CH:19]=2)[CH:9]([NH:13][C:14]([O:16][CH3:17])=[O:15])[C:10]([OH:12])=O)=[CH:4][CH:3]=1.CN(C(ON1N=NC2C=CC=NC1=2)=[N+](C)C)C.F[P-](F)(F)(F)(F)F.[NH2:49][CH:50]1[CH2:54][C:53]([F:56])([F:55])[CH2:52][CH:51]1[CH2:57][CH2:58][C@@H:59]1[N:64]([S:65]([C:68]2[CH:73]=[CH:72][CH:71]=[CH:70][CH:69]=2)(=[O:67])=[O:66])[CH2:63][CH2:62][N:61]([C:74]([O:76][CH2:77][C:78]2[CH:83]=[CH:82][CH:81]=[CH:80][CH:79]=2)=[O:75])[CH2:60]1.CCN(C(C)C)C(C)C. (2) Given the product [CH3:1][CH2:2][CH2:3][CH2:4][CH2:5][CH2:6][CH2:7][CH2:8][CH2:9][CH2:10][CH2:11][CH2:12][CH2:13][CH2:14][CH2:15][CH2:16][CH2:17][C:18]([O:20][CH2:21][CH:22]([O:23][C:24]([CH2:26][CH2:27][CH2:28][CH2:29][CH2:30][CH2:31][CH2:32][CH2:33][CH2:34][CH2:35][CH2:36][CH2:37][CH2:38][CH2:39][CH2:40][CH2:41][CH3:42])=[O:25])[CH2:43][O:44][C:45]([CH2:47][CH2:48][CH2:49][CH2:50][CH2:51][CH2:52][CH2:53][CH2:54][CH2:55][CH2:56][CH2:57][CH2:58][CH2:59][CH2:60][CH2:61][CH2:62][CH3:63])=[O:46])=[O:19], predict the reactants needed to synthesize it. The reactants are: [CH3:1][CH2:2][CH2:3][CH2:4][CH2:5][CH2:6][CH2:7][CH2:8]/[CH:9]=[CH:10]\[CH2:11][CH2:12][CH2:13][CH2:14][CH2:15][CH2:16][CH2:17][C:18]([O:20][CH2:21][CH:22]([CH2:43][O:44][C:45]([CH2:47][CH2:48][CH2:49][CH2:50][CH2:51][CH2:52][CH2:53]/[CH:54]=[CH:55]\[CH2:56][CH2:57][CH2:58][CH2:59][CH2:60][CH2:61][CH2:62][CH3:63])=[O:46])[O:23][C:24]([CH2:26][CH2:27][CH2:28][CH2:29][CH2:30][CH2:31][CH2:32]/[CH:33]=[CH:34]\[CH2:35][CH2:36][CH2:37][CH2:38][CH2:39][CH2:40][CH2:41][CH3:42])=[O:25])=[O:19]. (3) Given the product [CH3:19][C:20]1[CH:21]=[C:22]([CH:25]=[CH:26][C:27]=1[CH3:28])[CH2:23][NH:24][C:14]([C:3]1[N:4]=[C:5]2[N:11]([CH3:12])[C:10](=[O:13])[CH2:9][N:6]2[C:7](=[O:8])[C:2]=1[OH:1])=[O:16], predict the reactants needed to synthesize it. The reactants are: [OH:1][C:2]1[C:7](=[O:8])[N:6]2[CH2:9][C:10](=[O:13])[N:11]([CH3:12])[C:5]2=[N:4][C:3]=1[C:14]([O:16]CC)=O.[CH3:19][C:20]1[CH:21]=[C:22]([CH:25]=[CH:26][C:27]=1[CH3:28])[CH2:23][NH2:24].